Dataset: NCI-60 drug combinations with 297,098 pairs across 59 cell lines. Task: Regression. Given two drug SMILES strings and cell line genomic features, predict the synergy score measuring deviation from expected non-interaction effect. (1) Drug 1: CCC1=CC2CC(C3=C(CN(C2)C1)C4=CC=CC=C4N3)(C5=C(C=C6C(=C5)C78CCN9C7C(C=CC9)(C(C(C8N6C)(C(=O)OC)O)OC(=O)C)CC)OC)C(=O)OC.C(C(C(=O)O)O)(C(=O)O)O. Drug 2: CC1=C(C=C(C=C1)C(=O)NC2=CC(=CC(=C2)C(F)(F)F)N3C=C(N=C3)C)NC4=NC=CC(=N4)C5=CN=CC=C5. Cell line: 786-0. Synergy scores: CSS=23.4, Synergy_ZIP=1.01, Synergy_Bliss=2.49, Synergy_Loewe=-14.2, Synergy_HSA=1.52. (2) Drug 1: CN(CC1=CN=C2C(=N1)C(=NC(=N2)N)N)C3=CC=C(C=C3)C(=O)NC(CCC(=O)O)C(=O)O. Drug 2: C1C(C(OC1N2C=NC3=C(N=C(N=C32)Cl)N)CO)O. Cell line: M14. Synergy scores: CSS=28.2, Synergy_ZIP=-9.95, Synergy_Bliss=-14.9, Synergy_Loewe=-16.2, Synergy_HSA=-10.7.